This data is from Full USPTO retrosynthesis dataset with 1.9M reactions from patents (1976-2016). The task is: Predict the reactants needed to synthesize the given product. (1) Given the product [CH:1]1([C@H:5]([NH:13][C:14]([C:16]2[C:21]([CH3:22])=[C:20]([CH2:23][CH3:24])[C:19](=[O:25])[N:18]([C:26]3[CH:27]=[CH:28][CH:29]=[CH:30][CH:31]=3)[C:17]=2[CH3:32])=[O:15])[C:6]2[CH:11]=[CH:10][CH:9]=[C:8]([F:12])[CH:7]=2)[CH2:4][CH2:3][CH2:2]1, predict the reactants needed to synthesize it. The reactants are: [CH:1]1([C@H:5]([NH:13][C:14]([C:16]2[C:21]([CH3:22])=[C:20]([C:23]#[CH:24])[C:19](=[O:25])[N:18]([C:26]3[CH:31]=[CH:30][CH:29]=[CH:28][CH:27]=3)[C:17]=2[CH3:32])=[O:15])[C:6]2[CH:11]=[CH:10][CH:9]=[C:8]([F:12])[CH:7]=2)[CH2:4][CH2:3][CH2:2]1. (2) Given the product [Cl:25][C:2]1[C:7]([CH2:8][C:9]([O:11][CH3:12])=[O:10])=[CH:6][N:5]=[C:4]([CH2:13][C:14]2[CH:19]=[CH:18][C:17]([N+:20]([O-:22])=[O:21])=[CH:16][CH:15]=2)[N:3]=1, predict the reactants needed to synthesize it. The reactants are: O[C:2]1[C:7]([CH2:8][C:9]([O:11][CH3:12])=[O:10])=[CH:6][N:5]=[C:4]([CH2:13][C:14]2[CH:19]=[CH:18][C:17]([N+:20]([O-:22])=[O:21])=[CH:16][CH:15]=2)[N:3]=1.P(Cl)(Cl)([Cl:25])=O.CN(C)C1C=CC=CC=1. (3) The reactants are: Br[C:2]1[CH2:6][CH2:5][O:4][N:3]=1.COC(=O)[C:10]1[CH:15]=[CH:14][C:13]([OH:16])=[CH:12][N:11]=1. Given the product [N:11]1[CH:10]=[CH:15][CH:14]=[C:13]([O:16][C:2]2[CH2:6][CH2:5][O:4][N:3]=2)[CH:12]=1, predict the reactants needed to synthesize it. (4) Given the product [Si:6]([O:24][CH2:23][CH2:22][NH:21][C:18]1[CH:19]=[CH:20][C:15]([I:14])=[CH:16][CH:17]=1)([C:9]([CH3:12])([CH3:11])[CH3:10])([CH3:8])[CH3:7], predict the reactants needed to synthesize it. The reactants are: N1C=CN=C1.[Si:6](Cl)([C:9]([CH3:12])([CH3:11])[CH3:10])([CH3:8])[CH3:7].[I:14][C:15]1[CH:20]=[CH:19][C:18]([NH:21][CH2:22][CH2:23][OH:24])=[CH:17][CH:16]=1.O.ClCCl.